This data is from Full USPTO retrosynthesis dataset with 1.9M reactions from patents (1976-2016). The task is: Predict the reactants needed to synthesize the given product. (1) Given the product [Cl:27][C:23]1[CH:22]=[C:21]2[C:26]([C:17]([C:10]3[C:9]4[C:4](=[CH:5][CH:6]=[C:7]([CH3:11])[CH:8]=4)[NH:3][C:2]=3[CH3:1])=[CH:18][CH:19]=[N:20]2)=[CH:25][CH:24]=1, predict the reactants needed to synthesize it. The reactants are: [CH3:1][C:2]1[NH:3][C:4]2[C:9]([CH:10]=1)=[CH:8][C:7]([CH3:11])=[CH:6][CH:5]=2.CC[Mg+].[Br-].Cl[C:17]1[C:26]2[C:21](=[CH:22][C:23]([Cl:27])=[CH:24][CH:25]=2)[N:20]=[CH:19][CH:18]=1.CCOC(C)=O. (2) Given the product [Cl:20][C:14]1[CH:15]=[C:16]([Cl:19])[CH:17]=[CH:18][C:13]=1[CH2:12][CH2:11][NH:10][C:4]1[N:5]=[C:6]([O:8][CH3:9])[N:7]=[C:2]([N:21]2[CH2:29][CH2:28][CH2:27][CH:23]([C:24]([OH:26])=[O:25])[CH2:22]2)[CH:3]=1, predict the reactants needed to synthesize it. The reactants are: Cl[C:2]1[N:7]=[C:6]([O:8][CH3:9])[N:5]=[C:4]([NH:10][CH2:11][CH2:12][C:13]2[CH:18]=[CH:17][C:16]([Cl:19])=[CH:15][C:14]=2[Cl:20])[CH:3]=1.[NH:21]1[CH2:29][CH2:28][CH2:27][CH:23]([C:24]([OH:26])=[O:25])[CH2:22]1.C([O-])([O-])=O.[K+].[K+].Cl. (3) Given the product [CH:26]1([N:25]2[C:24]3[CH:32]=[CH:33][C:34]([C:36]([OH:38])=[O:37])=[CH:35][C:23]=3[N:22]=[C:21]2[C:16]2[CH:17]=[C:18]3[C:13](=[CH:14][CH:15]=2)[N:12]=[C:11]([C:10]2[C:5]([C:4]4[CH:3]=[CH:2][C:43]([C:84]([F:95])([F:94])[F:83])=[CH:42][CH:41]=4)=[CH:6][CH:7]=[C:8]([O:39][CH3:40])[CH:9]=2)[CH:20]=[CH:19]3)[CH2:27][CH2:28][CH2:29][CH2:30][CH2:31]1, predict the reactants needed to synthesize it. The reactants are: Cl[C:2]1[CH:3]=[C:4]([CH:41]=[CH:42][C:43]=1F)[C:5]1[C:10]([C:11]2[CH:20]=[CH:19][C:18]3[C:13](=[CH:14][CH:15]=[C:16]([C:21]4[N:25]([CH:26]5[CH2:31][CH2:30][CH2:29][CH2:28][CH2:27]5)[C:24]5[CH:32]=[CH:33][C:34]([C:36]([OH:38])=[O:37])=[CH:35][C:23]=5[N:22]=4)[CH:17]=3)[N:12]=2)=[CH:9][C:8]([O:39][CH3:40])=[CH:7][CH:6]=1.COC(C1C=CC2N(C3CCCCC3)C(C3C=C4C(=CC=3)N=C(C3C=C(OC)C=CC=3Br)C=C4)=NC=2C=1)=O.[F:83][C:84]([F:95])([F:94])C1C=CC(B(O)O)=CC=1. (4) The reactants are: [CH3:1][O:2][C:3]1[CH:23]=[CH:22][C:6]2[N:7]=[C:8]([NH:10][C:11]([C:13]3[CH:21]=[CH:20][C:16]([C:17](O)=[O:18])=[CH:15][CH:14]=3)=[O:12])[S:9][C:5]=2[CH:4]=1.[NH:24]1[CH2:29][CH2:28][O:27][CH2:26][CH2:25]1.C(P1(=O)OP(CCC)(=O)OP(CCC)(=O)O1)CC. Given the product [CH3:1][O:2][C:3]1[CH:23]=[CH:22][C:6]2[N:7]=[C:8]([NH:10][C:11](=[O:12])[C:13]3[CH:21]=[CH:20][C:16]([C:17]([N:24]4[CH2:29][CH2:28][O:27][CH2:26][CH2:25]4)=[O:18])=[CH:15][CH:14]=3)[S:9][C:5]=2[CH:4]=1, predict the reactants needed to synthesize it. (5) Given the product [Cl:23][C:24]1[CH:25]=[C:26]2[C:30](=[CH:31][CH:32]=1)[NH:29][C:28](=[O:33])[C:27]2=[CH:20][C:17]1[NH:16][C:13]2[CH2:14][CH2:15][N:10]([CH2:9][C:2]3([OH:1])[CH2:7][CH2:6][N:5]([CH3:8])[CH2:4][CH2:3]3)[C:11](=[O:22])[C:12]=2[C:18]=1[CH3:19], predict the reactants needed to synthesize it. The reactants are: [OH:1][C:2]1([CH2:9][N:10]2[CH2:15][CH2:14][C:13]3[NH:16][C:17]([CH:20]=O)=[C:18]([CH3:19])[C:12]=3[C:11]2=[O:22])[CH2:7][CH2:6][N:5]([CH3:8])[CH2:4][CH2:3]1.[Cl:23][C:24]1[CH:25]=[C:26]2[C:30](=[CH:31][CH:32]=1)[NH:29][C:28](=[O:33])[CH2:27]2. (6) Given the product [CH3:1][C:2]1[N:6]2[C:7]3[CH:12]=[CH:11][C:10]([Cl:13])=[CH:9][C:8]=3[C:14]([C:17]3[CH:18]=[CH:19][CH:20]=[CH:21][C:22]=3[F:23])=[N:15][CH2:16][C:5]2=[CH:4][N:3]=1.[CH:25](/[C:24]([OH:31])=[O:30])=[CH:26]/[C:27]([OH:29])=[O:28], predict the reactants needed to synthesize it. The reactants are: [CH3:1][C:2]1[N:6]2[C:7]3[CH:12]=[CH:11][C:10]([Cl:13])=[CH:9][C:8]=3[C:14]([C:17]3[C:22]([F:23])=[CH:21][CH:20]=[CH:19][CH:18]=3)=[N:15][CH2:16][C:5]2=[CH:4][N:3]=1.[C:24]([OH:31])(=[O:30])/[CH:25]=[CH:26]\[C:27]([OH:29])=[O:28]. (7) Given the product [OH:23][CH2:20][C:61]([CH3:60])([CH3:56])[C:35]([OH:37])=[O:36].[ClH:31].[CH2:41]([N:43]=[C:44]=[N:45][CH2:46][CH2:47][CH2:48][N:49]([CH3:51])[CH3:50])[CH3:42].[OH:52][N:53]1[C:57]2[CH:58]=[CH:59][CH:60]=[CH:61][C:56]=2[N:55]=[N:54]1, predict the reactants needed to synthesize it. The reactants are: Cl.Cl.Cl.NCCN1C2C(NC3C=C[C:20]([O:23]C4C=CC=C(N)C=4)=C([Cl:31])C=3)=NC=NC=2C=C1.OC(C)(C)C[C:35]([OH:37])=[O:36].Cl.[CH2:41]([N:43]=[C:44]=[N:45][CH2:46][CH2:47][CH2:48][N:49]([CH3:51])[CH3:50])[CH3:42].[OH:52][N:53]1[C:57]2[CH:58]=[CH:59][CH:60]=[CH:61][C:56]=2[N:55]=[N:54]1. (8) Given the product [I:1][C:2]1[CH:3]=[C:4]2[C:8](=[CH:9][CH:10]=1)[NH:7][CH2:6][CH2:5]2, predict the reactants needed to synthesize it. The reactants are: [I:1][C:2]1[CH:3]=[C:4]2[C:8](=[CH:9][CH:10]=1)[NH:7][CH:6]=[CH:5]2.CC(O)=O.